Dataset: Reaction yield outcomes from USPTO patents with 853,638 reactions. Task: Predict the reaction yield, written as a fraction of the theoretical maximum amount of product (1.0 means a 100% yield; for example, 0.34 means a 34% yield). (1) The reactants are [CH2:1]([NH:7][CH:8]1[CH2:13][CH2:12][C:11](=[O:14])[NH:10][C:9]1=[O:15])[CH2:2][CH2:3][CH2:4][C:5]#[CH:6].[C:16](O[C:16]([O:18][C:19]([CH3:22])([CH3:21])[CH3:20])=[O:17])([O:18][C:19]([CH3:22])([CH3:21])[CH3:20])=[O:17]. The catalyst is C(#N)C.CN(C)C1C=CN=CC=1. The product is [C:19]([O:18][C:16](=[O:17])[N:7]([CH:8]1[CH2:13][CH2:12][C:11](=[O:14])[NH:10][C:9]1=[O:15])[CH2:1][CH2:2][CH2:3][CH2:4][C:5]#[CH:6])([CH3:22])([CH3:21])[CH3:20]. The yield is 0.500. (2) The reactants are [NH2:1][CH2:2][CH2:3][O:4][C:5]1[CH:10]=[CH:9][C:8]([OH:11])=[CH:7][CH:6]=1.[ClH:12].[H][H]. The catalyst is CCO.[Pd]. The product is [ClH:12].[NH2:1][CH2:2][CH2:3][O:4][C:5]1[CH:10]=[CH:9][C:8]([OH:11])=[CH:7][CH:6]=1. The yield is 0.850. (3) The reactants are [F:1][C:2]([F:18])([C:11]1[CH:12]=[N:13][C:14]([CH3:17])=[CH:15][CH:16]=1)[CH2:3][N:4]1[CH2:9][CH2:8][CH:7]([NH2:10])[CH2:6][CH2:5]1.Cl[C:20]1[C:21]2[CH:28]=[CH:27][NH:26][C:22]=2[N:23]=[CH:24][N:25]=1.CCN(C(C)C)C(C)C. The catalyst is C(O)CCC. The product is [F:18][C:2]([F:1])([C:11]1[CH:12]=[N:13][C:14]([CH3:17])=[CH:15][CH:16]=1)[CH2:3][N:4]1[CH2:5][CH2:6][CH:7]([NH:10][C:20]2[C:21]3[CH:28]=[CH:27][NH:26][C:22]=3[N:23]=[CH:24][N:25]=2)[CH2:8][CH2:9]1. The yield is 0.280.